This data is from Reaction yield outcomes from USPTO patents with 853,638 reactions. The task is: Predict the reaction yield, written as a fraction of the theoretical maximum amount of product (1.0 means a 100% yield; for example, 0.34 means a 34% yield). (1) The reactants are Br[C:2]1[N:7]=[C:6]([C:8]([NH:10][C:11]2[CH:12]=[N:13][CH:14]=[CH:15][C:16]=2[C@@H:17]2[O:22][C@H:21]([CH3:23])[C@:20]([OH:25])([CH3:24])[C@H:19]([NH:26][C:27](=[O:33])[O:28][C:29]([CH3:32])([CH3:31])[CH3:30])[CH2:18]2)=[O:9])[CH:5]=[CH:4][C:3]=1[F:34].[F:35][C:36]1[C:41]([O:42][CH3:43])=[CH:40][CH:39]=[C:38]([F:44])[C:37]=1B(O)O. No catalyst specified. The product is [F:35][C:36]1[C:41]([O:42][CH3:43])=[CH:40][CH:39]=[C:38]([F:44])[C:37]=1[C:2]1[N:7]=[C:6]([C:8]([NH:10][C:11]2[CH:12]=[N:13][CH:14]=[CH:15][C:16]=2[C@@H:17]2[O:22][C@H:21]([CH3:23])[C@:20]([OH:25])([CH3:24])[C@H:19]([NH:26][C:27](=[O:33])[O:28][C:29]([CH3:30])([CH3:32])[CH3:31])[CH2:18]2)=[O:9])[CH:5]=[CH:4][C:3]=1[F:34]. The yield is 0.920. (2) The reactants are [NH2:1][C:2]1[CH:36]=[CH:35][C:5]([O:6][C:7]2[CH:12]=[CH:11][N:10]=[C:9]3[CH:13]=[C:14]([C:16]4[N:17]([CH3:34])[C:18]([CH2:21][N:22]([CH2:30][CH2:31][O:32][CH3:33])[C:23](=[O:29])[O:24][C:25]([CH3:28])([CH3:27])[CH3:26])=[CH:19][N:20]=4)[S:15][C:8]=23)=[C:4]([F:37])[CH:3]=1.[O:38]=[C:39]([NH:44][C:45]1[CH:50]=[CH:49][CH:48]=[CH:47][CH:46]=1)[CH2:40][C:41](O)=[O:42].C(Cl)CCl. The catalyst is CN(C=O)C. The product is [F:37][C:4]1[CH:3]=[C:2]([NH:1][C:41](=[O:42])[CH2:40][C:39](=[O:38])[NH:44][C:45]2[CH:46]=[CH:47][CH:48]=[CH:49][CH:50]=2)[CH:36]=[CH:35][C:5]=1[O:6][C:7]1[CH:12]=[CH:11][N:10]=[C:9]2[CH:13]=[C:14]([C:16]3[N:17]([CH3:34])[C:18]([CH2:21][N:22]([CH2:30][CH2:31][O:32][CH3:33])[C:23](=[O:29])[O:24][C:25]([CH3:28])([CH3:27])[CH3:26])=[CH:19][N:20]=3)[S:15][C:8]=12. The yield is 0.820. (3) The reactants are FC1C=C2C(C(I)=CN2S(C2C=CC=CC=2)(=O)=O)=CC=1.[ClH:21].[F:22][C:23]1[CH:31]=[C:30]2[C:26]([C:27]([C:41]3[CH:49]=[C:48]4[C:44]([CH:45]=[N:46][N:47]4[CH2:50][CH:51]4[CH2:56][CH2:55][NH:54][CH2:53][CH2:52]4)=[CH:43][CH:42]=3)=[CH:28][N:29]2S(C2C=CC=CC=2)(=O)=O)=[CH:25][CH:24]=1.Cl.FC1C=C2C(C(C3C=CC4C(C=3)=NN(CC3CCNCC3)C=4)=CN2S(C2C=CC=CC=2)(=O)=O)=CC=1. No catalyst specified. The product is [ClH:21].[F:22][C:23]1[CH:31]=[C:30]2[C:26]([C:27]([C:41]3[CH:49]=[C:48]4[C:44]([CH:45]=[N:46][N:47]4[CH2:50][CH:51]4[CH2:56][CH2:55][NH:54][CH2:53][CH2:52]4)=[CH:43][CH:42]=3)=[CH:28][NH:29]2)=[CH:25][CH:24]=1. The yield is 0.0300.